From a dataset of Catalyst prediction with 721,799 reactions and 888 catalyst types from USPTO. Predict which catalyst facilitates the given reaction. (1) Reactant: C([O:4][C@@H:5]([C@@H:9]([O:26]C(=O)C)[C:10]([NH:12][CH2:13][CH2:14][NH:15][C:16]([O:18][CH2:19][C:20]1[CH:25]=[CH:24][CH:23]=[CH:22][CH:21]=1)=[O:17])=[O:11])[C:6]([OH:8])=[O:7])(=O)C.[OH-].[K+].Cl. Product: [CH2:19]([O:18][C:16]([NH:15][CH2:14][CH2:13][NH:12][C:10](=[O:11])[C@H:9]([OH:26])[C@H:5]([OH:4])[C:6]([OH:8])=[O:7])=[O:17])[C:20]1[CH:25]=[CH:24][CH:23]=[CH:22][CH:21]=1. The catalyst class is: 6. (2) Reactant: [O:1]=[C:2]1[C:10]2[C:5]([C:6]3[C:7](=[C:11]([C:14]([O:16]CC)=[O:15])[NH:12][CH:13]=3)[NH:8][CH:9]=2)=[N:4][N:3]1[C:19]1[CH:24]=[CH:23][CH:22]=[CH:21][CH:20]=1.CO.C1COCC1.[Li+].[OH-]. Product: [O:1]=[C:2]1[C:10]2[C:5]([C:6]3[C:7](=[C:11]([C:14]([OH:16])=[O:15])[NH:12][CH:13]=3)[NH:8][CH:9]=2)=[N:4][N:3]1[C:19]1[CH:20]=[CH:21][CH:22]=[CH:23][CH:24]=1. The catalyst class is: 6. (3) Reactant: [NH:1]([C:13]([O:15][C:16]([CH3:19])([CH3:18])[CH3:17])=[O:14])[C@@H:2]([C:10]([OH:12])=O)[CH2:3][CH:4]1[CH2:9][CH2:8][CH2:7][CH2:6][CH2:5]1.ON1C(=O)CCC1=O.C1(N=C=NC2CCCCC2)CCCCC1.[NH:43]1[CH2:50][CH2:49][CH2:48][C@H:44]1[C:45]([OH:47])=[O:46].C(N(CC)C(C)C)(C)C. Product: [NH:1]([C:13]([O:15][C:16]([CH3:19])([CH3:18])[CH3:17])=[O:14])[C@@H:2]([C:10]([N:43]1[CH2:50][CH2:49][CH2:48][C@H:44]1[C:45]([OH:47])=[O:46])=[O:12])[CH2:3][CH:4]1[CH2:5][CH2:6][CH2:7][CH2:8][CH2:9]1. The catalyst class is: 4.